This data is from Full USPTO retrosynthesis dataset with 1.9M reactions from patents (1976-2016). The task is: Predict the reactants needed to synthesize the given product. Given the product [Cl:7][S:8]([C:22]1[CH:23]=[CH:24][C:16]([O:15][CH2:12][CH2:13][CH3:14])=[C:17]([CH:21]=1)[C:18]([OH:20])=[O:19])(=[O:11])=[O:9], predict the reactants needed to synthesize it. The reactants are: [OH-].[Na+].S(Cl)(Cl)=O.[Cl:7][S:8]([OH:11])(=O)=[O:9].[CH2:12]([O:15][C:16]1[CH:24]=[CH:23][CH:22]=[CH:21][C:17]=1[C:18]([OH:20])=[O:19])[CH2:13][CH3:14].